This data is from Forward reaction prediction with 1.9M reactions from USPTO patents (1976-2016). The task is: Predict the product of the given reaction. (1) Given the reactants [NH2:1][C:2]1[CH:7]=[CH:6][C:5]([NH:8][S:9]([C:12]2[CH:17]=[CH:16][CH:15]=[C:14]([Cl:18])[C:13]=2[Cl:19])(=[O:11])=[O:10])=[C:4]([F:20])[CH:3]=1.Cl[C:22]1[C:27]([C:28]2[CH:33]=[CH:32][N:31]=[CH:30][N:29]=2)=[CH:26][CH:25]=[CH:24][N:23]=1.N(CC)(CC)CC.FC(C(O)=O)(F)F, predict the reaction product. The product is: [Cl:19][C:13]1[C:14]([Cl:18])=[CH:15][CH:16]=[CH:17][C:12]=1[S:9]([NH:8][C:5]1[CH:6]=[CH:7][C:2]([NH:1][C:22]2[C:27]([C:28]3[CH:33]=[CH:32][N:31]=[CH:30][N:29]=3)=[CH:26][CH:25]=[CH:24][N:23]=2)=[CH:3][C:4]=1[F:20])(=[O:11])=[O:10]. (2) Given the reactants I[C:2]1[CH:3]=[CH:4][C:5]([N:8]2[CH2:13][CH2:12][N:11]([C:14]([O:16][C:17]([CH3:20])([CH3:19])[CH3:18])=[O:15])[CH2:10][CH2:9]2)=[N:6][CH:7]=1.[C:21]([C:23]1[CH:28]=[CH:27][CH:26]=[CH:25][N:24]=1)#[CH:22], predict the reaction product. The product is: [N:24]1[CH:25]=[CH:26][CH:27]=[CH:28][C:23]=1[C:21]#[C:22][C:2]1[CH:3]=[CH:4][C:5]([N:8]2[CH2:13][CH2:12][N:11]([C:14]([O:16][C:17]([CH3:20])([CH3:19])[CH3:18])=[O:15])[CH2:10][CH2:9]2)=[N:6][CH:7]=1. (3) The product is: [ClH:16].[F:1][C@H:2]1[CH2:7][CH2:6][NH:5][C@@H:4]([CH3:15])[CH2:3]1. Given the reactants [F:1][C@H:2]1[CH2:7][CH2:6][N:5](C(OC(C)(C)C)=O)[C@@H:4]([CH3:15])[CH2:3]1.[ClH:16].CCOCC, predict the reaction product.